This data is from Experimentally validated miRNA-target interactions with 360,000+ pairs, plus equal number of negative samples. The task is: Binary Classification. Given a miRNA mature sequence and a target amino acid sequence, predict their likelihood of interaction. (1) The miRNA is hsa-miR-369-3p with sequence AAUAAUACAUGGUUGAUCUUU. The protein sequence of the target gene is MHDECTPQQTMSSIQDTKAADIAARGELNVIETATVSPTNGEESHYTNQVQLEKNKTHMSSALVEKENNTSLNGRVLGQEESQNKMFPDNAENEDDKQIEHMTVENINGNREETHGIIQTTETEIQETSESPREEMTTSSIICDISKKYINSTLPNDSENIKHKNNIMEKEYLDVLSDVTGPQVSCYITAPSYVLQQLECRIINHMSSLIVGDNEELVSNVITIECSDKEKRVPFPIGIAIPFTARYRGNYRDIMVKVCDINLQSSYLNPNSLEGMKGGYKGTCASVKVYKLGIFSVVSC.... Result: 1 (interaction). (2) The miRNA is hsa-miR-574-3p with sequence CACGCUCAUGCACACACCCACA. The protein sequence of the target gene is MRNCKMARVASVLGLVMLSVALLILSLISYVSLKKENIFTTPKYASPGAPRMYMFHAGFRSQFALKFLDQSFVPITNSLTHELQEKPSKWTFNRTAFLHQRQEILQHVDVIKNFSLTKSSVRIGQLMHYDYSSHKYVFSISNNFRSLLPDVSPIMNKRYNVCAVVGNSGILTGSQCGQEIDKSDFVFRCNFAPTEAFHKDVGRKTNLTTFNPSILEKYYNNLLTIQDRNNFFLSLKKLDGAILWIPAFFFHTSATVTRTLVDFFVEHRGQLKVQLAWPGNIMQHVNRYWKNKHLSPKRLS.... Result: 0 (no interaction). (3) The miRNA is hsa-miR-6745 with sequence UGGGUGGAAGAAGGUCUGGUU. The protein sequence of the target gene is MGRWALDVAFLWKAVLTLGLVLLYYCFSIGITFYNKWLTKSFHFPLFMTMLHLAVIFLFSALSRALVQCSSHRARVVLSWADYLRRVAPTALATALDVGLSNWSFLYVTVSLYTMTKSSAVLFILIFSLIFKLEELRAALVLVVLLIAGGLFMFTYKSTQFNVEGFALVLGASFIGGIRWTLTQMLLQKAELGLQNPIDTMFHLQPLMFLGLFPLFAVFEGLHLSTSEKIFRFQDTGLLLRVLGSLFLGGILAFGLGFSEFLLVSRTSSLTLSIAGIFKEVCTLLLAAHLLGDQISLLNW.... Result: 1 (interaction). (4) The miRNA is cel-miR-246-3p with sequence UUACAUGUUUCGGGUAGGAGC. The protein sequence of the target gene is MAQAIFEALEGMDNQTVLAVQSLLDGQGAVPDPTGQSVNAPPAIQPLDDEDVFLCGKCKKQFNSLPAFMTHKREQCQGNAPALATVSLATNSIYPPSAAPTAVQQAPTPANRQISTYITVPPSPLIQTLVQGNILVSDDVLMSAMSAFTSLDQPMPQGPPPVQSSLNMHSVPSYLTQPPPPPPPPPPLPPPPPPQPPPPPPQSLGPPGRPNPGGNGVVEVYSAAAPLAGSGTVEIQALGMQPYPPLEVPNQCVEPPVYPTPTVYSPGKQGFKPKGPNPAAPMTSATGGTVATFDSPATLK.... Result: 0 (no interaction). (5) The miRNA is cel-miR-358-3p with sequence AUUGGUAUCCCUGUCAAGGUCU. The protein sequence of the target gene is MSTRTPLPTVNERDTENHTSHGDGRQEVTSRTSRSGARCRNSIASCADEQPHIGNYRLLKTIGKGNFAKVKLARHILTGREVAIKIIDKTQLNPTSLQKLFREVRIMKILNHPNIVKLFEVIETEKTLYLIMEYASGGEVFDYLVAHGRMKEKEARSKFRQIVSAVQYCHQKRIVHRDLKAENLLLDADMNIKIADFGFSNEFTVGGKLDTFCGSPPYAAPELFQGKKYDGPEVDVWSLGVILYTLVSGSLPFDGQNLKELRERVLRGKYRIPFYMSTDCENLLKRFLVLNPIKRGTLEQ.... Result: 0 (no interaction).